This data is from Full USPTO retrosynthesis dataset with 1.9M reactions from patents (1976-2016). The task is: Predict the reactants needed to synthesize the given product. Given the product [N+:13]([C:11]1[CH:12]=[C:7]2[CH:6]=[C:5]([C:3]([OH:4])=[O:2])[NH:16][C:8]2=[N:9][CH:10]=1)([O-:15])=[O:14], predict the reactants needed to synthesize it. The reactants are: C[O:2][C:3]([C:5]1[NH:16][C:8]2=[N:9][CH:10]=[C:11]([N+:13]([O-:15])=[O:14])[CH:12]=[C:7]2[CH:6]=1)=[O:4].[OH-].[K+].Cl.